Dataset: Full USPTO retrosynthesis dataset with 1.9M reactions from patents (1976-2016). Task: Predict the reactants needed to synthesize the given product. (1) Given the product [CH3:1][O:2][C:3]1[CH:8]=[C:7]2[C:6]([C:10]([C:11]([F:13])([F:12])[F:14])=[N:27][N:9]2[C:15](=[O:18])[CH3:16])=[CH:5][CH:4]=1, predict the reactants needed to synthesize it. The reactants are: [CH3:1][O:2][C:3]1[CH:4]=[CH:5][C:6]([CH2:10][C:11]([F:14])([F:13])[F:12])=[C:7]([NH2:9])[CH:8]=1.[C:15]([O-:18])(=O)[CH3:16].[K+].C(OC(=O)C)(=O)C.[N:27](OCCC(C)C)=O. (2) Given the product [Cl:1][C:2]1[CH:22]=[C:21]([Cl:23])[CH:20]=[CH:19][C:3]=1[CH2:4][N:5]1[C:9]([CH2:10][CH2:11][C:12]([NH:33][S:30]([CH2:24][CH2:25][CH2:26][CH2:27][CH2:28][CH3:29])(=[O:32])=[O:31])=[O:14])=[CH:8][C:7]([O:15][CH:16]([CH3:18])[CH3:17])=[N:6]1, predict the reactants needed to synthesize it. The reactants are: [Cl:1][C:2]1[CH:22]=[C:21]([Cl:23])[CH:20]=[CH:19][C:3]=1[CH2:4][N:5]1[C:9]([CH2:10][CH2:11][C:12]([OH:14])=O)=[CH:8][C:7]([O:15][CH:16]([CH3:18])[CH3:17])=[N:6]1.[CH2:24]([S:30]([NH2:33])(=[O:32])=[O:31])[CH2:25][CH2:26][CH2:27][CH2:28][CH3:29].N12CCCN=C1CCCCC2. (3) Given the product [CH2:35]([C:38]1[CH:43]=[C:42]([F:44])[C:41]([F:45])=[CH:40][C:39]=1[CH2:46][O:47][CH2:20][C:18]1[CH:19]=[C:15]2[N:14]=[C:13]([CH3:22])[C:12]([C@H:23]([O:29][C:30]([CH3:33])([CH3:32])[CH3:31])[C:24]([O:26][CH2:27][CH3:28])=[O:25])=[C:11]([N:8]3[CH2:9][CH2:10][C:5]([O:4][CH2:1][CH:2]=[CH2:3])([CH3:34])[CH2:6][CH2:7]3)[N:16]2[N:17]=1)[CH:36]=[CH2:37], predict the reactants needed to synthesize it. The reactants are: [CH2:1]([O:4][C:5]1([CH3:34])[CH2:10][CH2:9][N:8]([C:11]2[N:16]3[N:17]=[C:18]([CH2:20]I)[CH:19]=[C:15]3[N:14]=[C:13]([CH3:22])[C:12]=2[C@H:23]([O:29][C:30]([CH3:33])([CH3:32])[CH3:31])[C:24]([O:26][CH2:27][CH3:28])=[O:25])[CH2:7][CH2:6]1)[CH:2]=[CH2:3].[CH2:35]([C:38]1[CH:43]=[C:42]([F:44])[C:41]([F:45])=[CH:40][C:39]=1[CH2:46][OH:47])[CH:36]=[CH2:37].[H-].[Na+]. (4) Given the product [CH3:11][O:12][C:13]1[CH:21]=[CH:20][CH:19]=[C:18]2[C:14]=1[C:15](=[O:23])[C:16](=[O:22])[N:17]2[CH2:31][C:32]1[O:33][C:34]([C:37]([F:40])([F:39])[F:38])=[CH:35][CH:36]=1, predict the reactants needed to synthesize it. The reactants are: BrC1C=CC=C2C=1C=CN2.[CH3:11][O:12][C:13]1[CH:21]=[CH:20][CH:19]=[C:18]2[C:14]=1[C:15](=[O:23])[C:16](=[O:22])[NH:17]2.BrCCCCC.Br[CH2:31][C:32]1[O:33][C:34]([C:37]([F:40])([F:39])[F:38])=[CH:35][CH:36]=1. (5) Given the product [C:26]([O:25][C:23]([N:30]1[CH2:35][CH2:34][N:33]([C:12]2[N:11]([C:8]3[CH:9]=[CH:10][C:5]([C:1]([CH3:4])([CH3:3])[CH3:2])=[CH:6][CH:7]=3)[C:19]3[C:14]([C:13]=2[CH:20]=[O:21])=[CH:15][CH:16]=[CH:17][CH:18]=3)[CH2:32][CH2:31]1)=[O:24])([CH3:29])([CH3:27])[CH3:28], predict the reactants needed to synthesize it. The reactants are: [C:1]([C:5]1[CH:10]=[CH:9][C:8]([N:11]2[C:19]3[C:14](=[CH:15][CH:16]=[CH:17][CH:18]=3)[C:13]([CH:20]=[O:21])=[C:12]2Cl)=[CH:7][CH:6]=1)([CH3:4])([CH3:3])[CH3:2].[C:23]([N:30]1[CH2:35][CH2:34][NH:33][CH2:32][CH2:31]1)([O:25][C:26]([CH3:29])([CH3:28])[CH3:27])=[O:24]. (6) Given the product [Cl:22][C:19]1[CH:20]=[CH:21][C:16]([C@@H:8]([C:9]2[CH:10]=[N:11][CH:12]=[C:13]([F:15])[CH:14]=2)[C@@H:4]([C:5]([NH:23][C:24]2[CH:54]=[CH:53][CH:52]=[C:51]([F:55])[C:25]=2[CH2:26][CH2:27][C@H:28]2[O:33][CH2:32][C@@H:31]([CH2:34][O:35][C:36](=[O:43])[NH:37][CH2:38][C:39]([F:40])([F:42])[F:41])[NH:30][CH2:29]2)=[O:7])[NH:1][C:36]([O:35][CH3:34])=[O:43])=[CH:17][CH:18]=1, predict the reactants needed to synthesize it. The reactants are: [N:1]([C@@H:4]([C@@H:8]([C:16]1[CH:21]=[CH:20][C:19]([Cl:22])=[CH:18][CH:17]=1)[C:9]1[CH:10]=[N:11][CH:12]=[C:13]([F:15])[CH:14]=1)[C:5]([OH:7])=O)=[N+]=[N-].[NH2:23][C:24]1[CH:54]=[CH:53][CH:52]=[C:51]([F:55])[C:25]=1[CH2:26][CH2:27][C@H:28]1[O:33][CH2:32][C@@H:31]([CH2:34][O:35][C:36](=[O:43])[NH:37][CH2:38][C:39]([F:42])([F:41])[F:40])[N:30](C(OC(C)(C)C)=O)[CH2:29]1. (7) Given the product [CH:11]([O:10][CH:22]([BH2:17])[O:10][CH:11]([CH3:12])[CH3:13])([CH3:13])[CH3:12], predict the reactants needed to synthesize it. The reactants are: [CH:11]([O:10]B([O:10][CH:11]([CH3:13])[CH3:12])[O:10][CH:11]([CH3:13])[CH3:12])([CH3:13])[CH3:12].CB1OB(C)O[B:17]([CH3:22])O1. (8) Given the product [Cl:1][C:2]1[C:3]([C:17]([NH:19][C@@H:20]2[CH2:24][CH2:23][C:22](=[N:27][OH:28])[CH2:21]2)=[O:18])=[N:4][O:5][C:6]=1[C:7]1[CH:12]=[CH:11][C:10]([C:13]([F:14])([F:16])[F:15])=[CH:9][CH:8]=1, predict the reactants needed to synthesize it. The reactants are: [Cl:1][C:2]1[C:3]([C:17]([NH:19][C@@H:20]2[CH2:24][CH2:23][C:22](=O)[CH2:21]2)=[O:18])=[N:4][O:5][C:6]=1[C:7]1[CH:12]=[CH:11][C:10]([C:13]([F:16])([F:15])[F:14])=[CH:9][CH:8]=1.Cl.[NH2:27][OH:28].C(=O)(O)[O-].[Na+]. (9) Given the product [N+:1]([C:4]1[NH:8][N:7]=[C:6]([NH:28][C:38](=[O:41])[O:39][C:44]([CH3:47])([CH3:46])[CH3:45])[CH:5]=1)([O-:3])=[O:2], predict the reactants needed to synthesize it. The reactants are: [N+:1]([C:4]1[NH:8][N:7]=[C:6](C(O)=O)[CH:5]=1)([O-:3])=[O:2].C1(OP([N:28]=[N+]=[N-])(=O)OC2C=CC=CC=2)C=CC=CC=1.C(N(CC)CC)C.[C:38](=[O:41])([O-])[O-:39].[K+].[K+].[C:44](O)([CH3:47])([CH3:46])[CH3:45]. (10) Given the product [NH:20]1[C:21]2[CH:27]=[CH:26][CH:25]=[CH:24][C:22]=2[N:23]=[C:19]1[C:14]1[CH:15]=[C:16]2[C:11](=[CH:12][CH:13]=1)[CH:10]=[C:9]([OH:8])[CH:18]=[CH:17]2, predict the reactants needed to synthesize it. The reactants are: C([O:8][C:9]1[CH:10]=[C:11]2[C:16](=[CH:17][CH:18]=1)[CH:15]=[C:14]([C:19]1[NH:23][C:22]3[CH:24]=[CH:25][CH:26]=[CH:27][C:21]=3[N:20]=1)[CH:13]=[CH:12]2)C1C=CC=CC=1.CO.C(O)=O.